Dataset: Catalyst prediction with 721,799 reactions and 888 catalyst types from USPTO. Task: Predict which catalyst facilitates the given reaction. (1) Reactant: [CH3:1][O:2][CH2:3][CH2:4][O:5][CH2:6][O:7][C@@H:8]1[CH2:14][CH:13]=[CH:12][CH2:11][O:10][CH2:9]1. Product: [CH3:1][O:2][CH2:3][CH2:4][O:5][CH2:6][O:7][C@@H:8]1[CH2:14][CH2:13][CH2:12][CH2:11][O:10][CH2:9]1. The catalyst class is: 99. (2) Reactant: [CH3:1][CH:2]([CH3:14])[CH2:3][CH:4]=[C:5]([C:10]([O:12][CH3:13])=[O:11])[C:6]([O:8][CH3:9])=[O:7].[N+:15]([CH3:18])([O-:17])=[O:16]. Product: [CH3:1][CH:2]([CH3:14])[CH2:3][CH:4]([CH:5]([C:6]([O:8][CH3:9])=[O:7])[C:10]([O:12][CH3:13])=[O:11])[CH2:18][N+:15]([O-:17])=[O:16]. The catalyst class is: 11. (3) Reactant: [Br:1][C:2]1[CH:3]=[N:4][CH:5]=[CH:6][CH:7]=1.[Li+].CC([N-]C(C)C)C.[C:16]([O:20][C:21]([N:23]1[CH2:28][CH2:27][CH:26]([CH:29]=[O:30])[CH2:25][CH2:24]1)=[O:22])([CH3:19])([CH3:18])[CH3:17]. Product: [C:16]([O:20][C:21]([N:23]1[CH2:28][CH2:27][CH:26]([CH:29]([C:7]2[CH:6]=[CH:5][N:4]=[CH:3][C:2]=2[Br:1])[OH:30])[CH2:25][CH2:24]1)=[O:22])([CH3:19])([CH3:18])[CH3:17]. The catalyst class is: 1. (4) Reactant: C([N:8]1[CH2:13][CH:12]=[CH:11][CH:10]([CH2:14][C:15]2[C:23]3[C:18](=[CH:19][CH:20]=[C:21]([F:24])[CH:22]=3)[NH:17][CH:16]=2)[CH2:9]1)C1C=CC=CC=1.ClCCOC(Cl)=O.CO. Product: [F:24][C:21]1[CH:22]=[C:23]2[C:18](=[CH:19][CH:20]=1)[NH:17][CH:16]=[C:15]2[CH2:14][CH:10]1[CH:11]=[CH:12][CH2:13][NH:8][CH2:9]1. The catalyst class is: 68.